Dataset: Reaction yield outcomes from USPTO patents with 853,638 reactions. Task: Predict the reaction yield, written as a fraction of the theoretical maximum amount of product (1.0 means a 100% yield; for example, 0.34 means a 34% yield). The reactants are [C:1]([O:5][C:6]([N:8]1[CH2:13][CH2:12][N:11]([C:14]2[CH:19]=[CH:18][C:17]([Br:20])=[C:16]([CH3:21])[C:15]=2[N+:22]([O-])=O)[CH2:10][CH2:9]1)=[O:7])([CH3:4])([CH3:3])[CH3:2].C(O)(=O)C.C1COCC1. The catalyst is [Fe].CO. The product is [NH2:22][C:15]1[C:16]([CH3:21])=[C:17]([Br:20])[CH:18]=[CH:19][C:14]=1[N:11]1[CH2:12][CH2:13][N:8]([C:6]([O:5][C:1]([CH3:4])([CH3:3])[CH3:2])=[O:7])[CH2:9][CH2:10]1. The yield is 0.920.